Predict the product of the given reaction. From a dataset of Forward reaction prediction with 1.9M reactions from USPTO patents (1976-2016). Given the reactants [CH2:1]([O:8][C:9]1[C:14]([CH2:15][N:16]2[CH2:25][CH2:24][C:23]3[C:18](=[C:19]([Cl:28])[C:20](Br)=[CH:21][C:22]=3[Cl:26])[C:17]2=[O:29])=[C:13]([CH3:30])[CH:12]=[C:11]([CH3:31])[N:10]=1)[C:2]1[CH:7]=[CH:6][CH:5]=[CH:4][CH:3]=1.C(N(CC)CC)C.[CH3:39][CH:40](O)[CH3:41], predict the reaction product. The product is: [CH2:1]([O:8][C:9]1[C:14]([CH2:15][N:16]2[CH2:25][CH2:24][C:23]3[C:18](=[C:19]([Cl:28])[C:20]([C:40]([CH3:41])=[CH2:39])=[CH:21][C:22]=3[Cl:26])[C:17]2=[O:29])=[C:13]([CH3:30])[CH:12]=[C:11]([CH3:31])[N:10]=1)[C:2]1[CH:7]=[CH:6][CH:5]=[CH:4][CH:3]=1.